From a dataset of Forward reaction prediction with 1.9M reactions from USPTO patents (1976-2016). Predict the product of the given reaction. (1) Given the reactants C1(COC2C(C3N(CC4C=CC(CCC(O)=O)=CC=4)C4C=C(F)C(F)=CC=4N=3)=CC=CN=2)CC1.[Cl:35][C:36]1[CH:41]=[CH:40][C:39]([C:42]2[N:46]([CH2:47][CH:48]3[CH2:53][CH2:52][CH2:51][CH2:50][CH2:49]3)[C:45]3[CH:54]=[C:55]([F:59])[C:56]([F:58])=[CH:57][C:44]=3[N:43]=2)=[C:38]([O:60][CH2:61]C2C=CC=CC=2Cl)[CH:37]=1.[CH3:69][O:70][C:71](=[O:82])[CH2:72][CH2:73]C1C=CC(CBr)=CC=1, predict the reaction product. The product is: [CH3:69][O:70][C:71](=[O:82])[CH2:72][CH2:73][C:51]1[CH:52]=[CH:53][C:48]([CH2:47][N:46]2[C:45]3[CH:54]=[C:55]([F:59])[C:56]([F:58])=[CH:57][C:44]=3[N:43]=[C:42]2[C:39]2[CH:40]=[CH:41][C:36]([Cl:35])=[CH:37][C:38]=2[O:60][CH3:61])=[CH:49][CH:50]=1. (2) Given the reactants [F:1][C:2]([F:28])([F:27])[C:3]1[CH:4]=[C:5]([N:9]=[C:10]=[N:11][C:12]2[C:13](/[CH:18]=[CH:19]/[C:20]([O:22][C:23]([CH3:26])([CH3:25])[CH3:24])=[O:21])=[N:14][CH:15]=[CH:16][CH:17]=2)[CH:6]=[CH:7][CH:8]=1.[F:29][C:30]1[CH:35]=[CH:34][C:33]([N:36]2[CH2:41][CH2:40][NH:39][CH2:38][CH2:37]2)=[CH:32][CH:31]=1, predict the reaction product. The product is: [F:29][C:30]1[CH:31]=[CH:32][C:33]([N:36]2[CH2:41][CH2:40][N:39]([C:10]3[N:9]([C:5]4[CH:6]=[CH:7][CH:8]=[C:3]([C:2]([F:27])([F:1])[F:28])[CH:4]=4)[CH:18]([CH2:19][C:20]([O:22][C:23]([CH3:25])([CH3:24])[CH3:26])=[O:21])[C:13]4[N:14]=[CH:15][CH:16]=[CH:17][C:12]=4[N:11]=3)[CH2:38][CH2:37]2)=[CH:34][CH:35]=1.